This data is from Forward reaction prediction with 1.9M reactions from USPTO patents (1976-2016). The task is: Predict the product of the given reaction. (1) Given the reactants [CH:1]1([C:4]2[CH:39]=[CH:38][C:7]([CH2:8][N:9]3[C:13](=[O:14])[N:12]([CH2:15][CH3:16])[C:11]([CH2:17][CH2:18][CH2:19][C:20]4[CH:25]=[CH:24][C:23]([C:26]5[CH:31]=[CH:30][CH:29]=[C:28]([CH2:32][C:33]([O:35]CC)=[O:34])[CH:27]=5)=[CH:22][CH:21]=4)=[N:10]3)=[CH:6][CH:5]=2)[CH2:3][CH2:2]1.O.[Li+].[OH-], predict the reaction product. The product is: [CH:1]1([C:4]2[CH:39]=[CH:38][C:7]([CH2:8][N:9]3[C:13](=[O:14])[N:12]([CH2:15][CH3:16])[C:11]([CH2:17][CH2:18][CH2:19][C:20]4[CH:25]=[CH:24][C:23]([C:26]5[CH:31]=[CH:30][CH:29]=[C:28]([CH2:32][C:33]([OH:35])=[O:34])[CH:27]=5)=[CH:22][CH:21]=4)=[N:10]3)=[CH:6][CH:5]=2)[CH2:3][CH2:2]1. (2) Given the reactants [N:1]1C=CC=CC=1.[Br:7][C:8]1[CH:13]=[CH:12][C:11]([S:14](Cl)(=[O:16])=[O:15])=[CH:10][CH:9]=1, predict the reaction product. The product is: [Br:7][C:8]1[CH:13]=[CH:12][C:11]([S:14]([NH2:1])(=[O:16])=[O:15])=[CH:10][CH:9]=1. (3) Given the reactants C1N=CN(C(N2C=NC=C2)=O)C=1.[N:13]1[CH:18]=[CH:17][CH:16]=[CH:15][C:14]=1[C:19]1[CH:27]=[CH:26][C:22]([C:23]([OH:25])=O)=[CH:21][CH:20]=1.[NH2:28][CH2:29][CH2:30][CH2:31][CH2:32][OH:33], predict the reaction product. The product is: [OH:33][CH2:32][CH2:31][CH2:30][CH2:29][NH:28][C:23](=[O:25])[C:22]1[CH:21]=[CH:20][C:19]([C:14]2[CH:15]=[CH:16][CH:17]=[CH:18][N:13]=2)=[CH:27][CH:26]=1. (4) Given the reactants [OH:1][CH:2]([C:8]1[C:17]2[C:12](=[CH:13][CH:14]=[C:15]([O:18][CH3:19])[CH:16]=2)[CH:11]=[CH:10][CH:9]=1)[CH2:3][NH:4][C:5](=[O:7])[CH3:6].C([O-])(=O)C.[K+].[Cr](Cl)([O-])(=O)=O.[NH+]1C=CC=CC=1, predict the reaction product. The product is: [CH3:19][O:18][C:15]1[CH:16]=[C:17]2[C:12]([CH:11]=[CH:10][CH:9]=[C:8]2[C:2](=[O:1])[CH2:3][NH:4][C:5](=[O:7])[CH3:6])=[CH:13][CH:14]=1. (5) Given the reactants [Cl:1][C:2]1[CH:7]=[CH:6][C:5]([C:8]2[C:12]3[CH:13]=[CH:14][C:15]([C:17]#[C:18][CH2:19][CH2:20][CH2:21]OS(C)(=O)=O)=[CH:16][C:11]=3[S:10][N:9]=2)=[CH:4][CH:3]=1.[NH:27]([CH2:31][CH2:32][OH:33])[CH2:28][CH2:29][OH:30], predict the reaction product. The product is: [Cl:1][C:2]1[CH:3]=[CH:4][C:5]([C:8]2[C:12]3[CH:13]=[CH:14][C:15]([C:17]#[C:18][CH2:19][CH2:20][CH2:21][N:27]([CH2:31][CH2:32][OH:33])[CH2:28][CH2:29][OH:30])=[CH:16][C:11]=3[S:10][N:9]=2)=[CH:6][CH:7]=1. (6) Given the reactants O[C:2]1([C:12]2[CH:13]=[C:14]([CH:20]=[CH:21][CH:22]=2)[C:15]([O:17][CH2:18][CH3:19])=[O:16])[CH2:11][CH2:10][C:5]2(OCC[O:6]2)[CH2:4][CH2:3]1, predict the reaction product. The product is: [O:6]=[C:5]1[CH2:10][CH2:11][C:2]([C:12]2[CH:13]=[C:14]([CH:20]=[CH:21][CH:22]=2)[C:15]([O:17][CH2:18][CH3:19])=[O:16])=[CH:3][CH2:4]1.